Dataset: Forward reaction prediction with 1.9M reactions from USPTO patents (1976-2016). Task: Predict the product of the given reaction. (1) Given the reactants [CH3:1][O:2][C:3](=[O:28])[C:4]1[CH:27]=[CH:26][C:7]([C:8]([NH:10][C:11]2[CH:16]=[CH:15][CH:14]=[CH:13][C:12]=2[NH:17][C:18]2[CH:23]=[CH:22][C:21]([O:24][CH3:25])=[CH:20][CH:19]=2)=O)=[CH:6][CH:5]=1.CCCCCCC, predict the reaction product. The product is: [CH3:1][O:2][C:3](=[O:28])[C:4]1[CH:27]=[CH:26][C:7]([C:8]2[N:17]([C:18]3[CH:23]=[CH:22][C:21]([O:24][CH3:25])=[CH:20][CH:19]=3)[C:12]3[CH:13]=[CH:14][CH:15]=[CH:16][C:11]=3[N:10]=2)=[CH:6][CH:5]=1. (2) Given the reactants [NH2:1][CH:2]1[CH2:6][N:5]([C:7]2[CH:12]=[CH:11][C:10]([O:13][CH3:14])=[C:9]([F:15])[CH:8]=2)[C:4](=[O:16])[CH2:3]1.C([O-])([O-])=O.[K+].[K+].[C:23](Cl)(=[O:30])[C:24]1[CH:29]=[CH:28][CH:27]=[CH:26][CH:25]=1, predict the reaction product. The product is: [F:15][C:9]1[CH:8]=[C:7]([N:5]2[C:4](=[O:16])[CH2:3][CH:2]([NH:1][C:23](=[O:30])[C:24]3[CH:29]=[CH:28][CH:27]=[CH:26][CH:25]=3)[CH2:6]2)[CH:12]=[CH:11][C:10]=1[O:13][CH3:14]. (3) Given the reactants [OH:1][C:2]1[CH:10]=[C:9](I)[CH:8]=[CH:7][C:3]=1[C:4]([OH:6])=[O:5].[C:12]([C:16]1[CH:17]=[C:18]([CH:26]([OH:29])[C:27]#[CH:28])[CH:19]=[C:20]([Cl:25])[C:21]=1[N:22]([CH3:24])[CH3:23])([CH3:15])([CH3:14])[CH3:13], predict the reaction product. The product is: [C:12]([C:16]1[CH:17]=[C:18]([CH:26]([OH:29])[C:27]#[C:28][C:9]2[CH:8]=[CH:7][C:3]([C:4]([OH:6])=[O:5])=[C:2]([OH:1])[CH:10]=2)[CH:19]=[C:20]([Cl:25])[C:21]=1[N:22]([CH3:23])[CH3:24])([CH3:15])([CH3:14])[CH3:13]. (4) Given the reactants [Cl:1][C:2]1[C:3]([N:12]2[CH2:17][CH2:16][NH:15][CH2:14][CH2:13]2)=[N:4][CH:5]=[C:6]([C:8]([F:11])([F:10])[F:9])[CH:7]=1.Cl[C:19]1[NH:23][C:22]2[CH:24]=[C:25]([C:29]([F:32])([F:31])[F:30])[CH:26]=[C:27]([Cl:28])[C:21]=2[N:20]=1, predict the reaction product. The product is: [Cl:28][C:27]1[C:21]2[N:20]=[C:19]([N:15]3[CH2:16][CH2:17][N:12]([C:3]4[C:2]([Cl:1])=[CH:7][C:6]([C:8]([F:9])([F:10])[F:11])=[CH:5][N:4]=4)[CH2:13][CH2:14]3)[NH:23][C:22]=2[CH:24]=[C:25]([C:29]([F:32])([F:31])[F:30])[CH:26]=1. (5) Given the reactants [Cl:1][C:2]1[CH:28]=[C:27]([Cl:29])[CH:26]=[CH:25][C:3]=1[C:4]([C:6]1[CH:11]=[CH:10][CH:9]=[CH:8][C:7]=1[NH:12][S:13]([C:16]1[CH:24]=[CH:23][C:19]([C:20](O)=[O:21])=[CH:18][CH:17]=1)(=[O:15])=[O:14])=[O:5].Cl.[CH2:31]([O:33][C:34](=[O:37])[CH2:35][NH2:36])[CH3:32], predict the reaction product. The product is: [CH2:31]([O:33][C:34](=[O:37])[CH2:35][NH:36][C:20](=[O:21])[C:19]1[CH:18]=[CH:17][C:16]([S:13](=[O:14])(=[O:15])[NH:12][C:7]2[CH:8]=[CH:9][CH:10]=[CH:11][C:6]=2[C:4](=[O:5])[C:3]2[CH:25]=[CH:26][C:27]([Cl:29])=[CH:28][C:2]=2[Cl:1])=[CH:24][CH:23]=1)[CH3:32]. (6) Given the reactants [Cl:1][C:2]1[CH:7]=[CH:6][C:5]([C:8]2[N:12]=[C:11]([C:13]3[S:14][CH:15]=[CH:16][C:17]=3[Cl:18])[O:10][N:9]=2)=[CH:4][C:3]=1[NH2:19].[Br:20][CH2:21][CH2:22][N:23]([CH2:26][CH3:27])[CH2:24][CH3:25].CCN(CC)CC, predict the reaction product. The product is: [BrH:20].[Cl:1][C:2]1[CH:7]=[CH:6][C:5]([C:8]2[N:12]=[C:11]([C:13]3[S:14][CH:15]=[CH:16][C:17]=3[Cl:18])[O:10][N:9]=2)=[CH:4][C:3]=1[NH:19][CH2:21][CH2:22][N:23]([CH2:26][CH3:27])[CH2:24][CH3:25]. (7) Given the reactants [C:1]([O:9]CC)(=O)[C:2]1[CH:7]=[CH:6][CH:5]=[CH:4][CH:3]=1.C[O-].[Na+].[C:15](#[N:17])[CH3:16].O, predict the reaction product. The product is: [O:9]=[C:1]([C:2]1[CH:3]=[CH:4][CH:5]=[CH:6][CH:7]=1)[CH2:16][C:15]#[N:17].